Dataset: Catalyst prediction with 721,799 reactions and 888 catalyst types from USPTO. Task: Predict which catalyst facilitates the given reaction. Reactant: [NH:1]1[CH:5]=[CH:4][N:3]=[C:2]1[C:6]([OH:8])=O.[F:9][C:10]1[CH:11]=[C:12]([CH:14]=[C:15]([F:17])[CH:16]=1)[NH2:13].C1C=CC2N(O)N=NC=2C=1. Product: [F:9][C:10]1[CH:11]=[C:12]([NH:13][C:6]([C:2]2[NH:1][CH:5]=[CH:4][N:3]=2)=[O:8])[CH:14]=[C:15]([F:17])[CH:16]=1. The catalyst class is: 3.